Regression/Classification. Given a drug SMILES string, predict its absorption, distribution, metabolism, or excretion properties. Task type varies by dataset: regression for continuous measurements (e.g., permeability, clearance, half-life) or binary classification for categorical outcomes (e.g., BBB penetration, CYP inhibition). Dataset: rlm. From a dataset of Rat liver microsome stability data. The drug is Nc1nccc(-c2ccc3nc(C4COc5ccccc5C4)sc3c2)n1. The result is 1 (stable in rat liver microsomes).